The task is: Binary Classification. Given a miRNA mature sequence and a target amino acid sequence, predict their likelihood of interaction.. This data is from Experimentally validated miRNA-target interactions with 360,000+ pairs, plus equal number of negative samples. (1) The miRNA is hsa-miR-676-5p with sequence UCUUCAACCUCAGGACUUGCA. The protein sequence of the target gene is MARKKFSGLEISLIVLFVIVTIIAIALIVVLATKTPAVDEISDSTSTPATTRVTTNPSDSGKCPNVLNDPVNVRINCIPEQFPTEGICAQRGCCWRPWNDSLIPWCFFVDNHGYNVQDMTTTSIGVEAKLNRIPSPTLFGNDINSVLFTTQNQTPNRFRFKITDPNNRRYEVPHQYVKEFTGPTVSDTLYDVKVAQNPFSIQVIRKSNGKTLFDTSIGPLVYSDQYLQISTRLPSDYIYGIGEQVHKRFRHDLSWKTWPIFTRDQLPGDNNNNLYGHQTFFMCIEDTSGKSFGVFLMNSN.... Result: 0 (no interaction). (2) The miRNA is hsa-miR-30a-3p with sequence CUUUCAGUCGGAUGUUUGCAGC. The protein sequence of the target gene is MAALLLGAVLLVAQPQLVPSRPAELGQQELLRKAGTLQDDVRDGVAPNGSAQQLPQTIIIGVRKGGTRALLEMLSLHPDVAAAENEVHFFDWEEHYSHGLGWYLSQMPFSWPHQLTVEKTPAYFTSPKVPERVYSMNPSIRLLLILRDPSERVLSDYTQVFYNHMQKHKPYPSIEEFLVRDGRLNVDYKALNRSLYHVHMQNWLRFFPLRHIHIVDGDRLIRDPFPEIQKVERFLKLSPQINASNFYFNKTKGFYCLRDSGRDRCLHESKGRAHPQVDPKLLNKLHEYFHEPNKKFFELV.... Result: 1 (interaction).